Dataset: Forward reaction prediction with 1.9M reactions from USPTO patents (1976-2016). Task: Predict the product of the given reaction. (1) Given the reactants [CH:1]([O:4][P:5]([CH2:11][O:12][CH2:13][N:14]1[C:22]([CH2:23][CH2:24][CH2:25]O)=[N:21][C:20]2[C:15]1=[N:16][C:17]([C:30]([C:43]1[CH:48]=[CH:47][CH:46]=[CH:45][CH:44]=1)([C:37]1[CH:42]=[CH:41][CH:40]=[CH:39][CH:38]=1)[C:31]1[CH:36]=[CH:35][CH:34]=[CH:33][CH:32]=1)=[N:18][C:19]=2[NH:27][O:28][CH3:29])([O:7][CH:8]([CH3:10])[CH3:9])=[O:6])([CH3:3])[CH3:2].CS(Cl)(=O)=O.[N-:54]=[N+:55]=[N-:56].[Na+], predict the reaction product. The product is: [CH:8]([O:7][P:5]([CH2:11][O:12][CH2:13][N:14]1[C:22]([CH2:23][CH2:24][CH2:25][N:54]=[N+:55]=[N-:56])=[N:21][C:20]2[C:15]1=[N:16][C:17]([C:30]([C:43]1[CH:44]=[CH:45][CH:46]=[CH:47][CH:48]=1)([C:37]1[CH:42]=[CH:41][CH:40]=[CH:39][CH:38]=1)[C:31]1[CH:36]=[CH:35][CH:34]=[CH:33][CH:32]=1)=[N:18][C:19]=2[NH:27][O:28][CH3:29])([O:4][CH:1]([CH3:3])[CH3:2])=[O:6])([CH3:10])[CH3:9]. (2) Given the reactants [OH-].[NH4+:2].[CH3:3][N:4]([N:6]=[N:7][C:8]1[CH:12]=[C:11]([N+:13]([O-:15])=[O:14])[S:10][C:9]=1[C:16]([O:18]C)=O)[CH3:5].O, predict the reaction product. The product is: [CH3:3][N:4]([N:6]=[N:7][C:8]1[CH:12]=[C:11]([N+:13]([O-:15])=[O:14])[S:10][C:9]=1[C:16]([NH2:2])=[O:18])[CH3:5]. (3) Given the reactants [F:1][C:2]1[CH:7]=[CH:6][C:5]([N:8]2[C:16]3[C:11](=[CH:12][C:13]([C:17]([CH3:26])([CH3:25])[C:18]([CH3:24])([CH3:23])[C:19]([O:21]C)=[O:20])=[CH:14][CH:15]=3)[CH:10]=[N:9]2)=[CH:4][CH:3]=1.[I-].[Li+].[C-]#N.[Na+], predict the reaction product. The product is: [F:1][C:2]1[CH:3]=[CH:4][C:5]([N:8]2[C:16]3[C:11](=[CH:12][C:13]([C:17]([CH3:26])([CH3:25])[C:18]([CH3:24])([CH3:23])[C:19]([OH:21])=[O:20])=[CH:14][CH:15]=3)[CH:10]=[N:9]2)=[CH:6][CH:7]=1.